From a dataset of Full USPTO retrosynthesis dataset with 1.9M reactions from patents (1976-2016). Predict the reactants needed to synthesize the given product. Given the product [OH:20][C:17](=[C:5]1[C:6](=[O:8])[O:7][C:2]([CH3:10])([CH3:1])[O:3][C:4]1=[O:9])[CH2:18][CH3:19], predict the reactants needed to synthesize it. The reactants are: [CH3:1][C:2]1([CH3:10])[O:7][C:6](=[O:8])[CH2:5][C:4](=[O:9])[O:3]1.N1C=CC=CC=1.[C:17](Cl)(=[O:20])[CH2:18][CH3:19].